This data is from Forward reaction prediction with 1.9M reactions from USPTO patents (1976-2016). The task is: Predict the product of the given reaction. (1) Given the reactants [NH2:1][C:2]1[S:3][C:4]2[CH:10]=[C:9]([F:11])[CH:8]=[CH:7][C:5]=2[N:6]=1.[C:12]1([CH3:21])[CH:17]=[CH:16][C:15]([C:18](Cl)=[O:19])=[CH:14][CH:13]=1.Br[CH:23]([CH2:28][CH3:29])[C:24]([O:26]C)=[O:25].NC1SC2C=CC=CC=2N=1.C(Cl)(=O)C1C=CC=CC=1.BrCC(OCC)=O, predict the reaction product. The product is: [F:11][C:9]1[CH:8]=[CH:7][C:5]2[N:6]([CH:23]([CH2:28][CH3:29])[C:24]([OH:26])=[O:25])[C:2](=[N:1][C:18](=[O:19])[C:15]3[CH:16]=[CH:17][C:12]([CH3:21])=[CH:13][CH:14]=3)[S:3][C:4]=2[CH:10]=1. (2) Given the reactants [C:1]1(=[O:11])[O:6][C:4](=[O:5])[C:3]2=[CH:7][CH:8]=[CH:9][CH:10]=[C:2]12.CC1C=CC=CC=1C.C(O)(=[O:22])C, predict the reaction product. The product is: [C:1]([OH:6])(=[O:11])[C:2]1[C:3](=[CH:7][CH:8]=[CH:9][CH:10]=1)[C:4]([OH:22])=[O:5].[C:1]1(=[O:11])[O:6][C:4](=[O:5])[C:3]2=[CH:7][CH:8]=[CH:9][CH:10]=[C:2]12. (3) Given the reactants Cl.[F:2][C:3]1[CH:4]=[CH:5][C:6]([N+:18]([O-:20])=[O:19])=[C:7]([CH:17]=1)[O:8][C@H:9]1[CH2:14][CH2:13][C@H:12]([NH:15][CH3:16])[CH2:11][CH2:10]1.[CH3:21][S:22](Cl)(=[O:24])=[O:23], predict the reaction product. The product is: [F:2][C:3]1[CH:4]=[CH:5][C:6]([N+:18]([O-:20])=[O:19])=[C:7]([CH:17]=1)[O:8][C@H:9]1[CH2:14][CH2:13][C@H:12]([N:15]([CH3:16])[S:22]([CH3:21])(=[O:24])=[O:23])[CH2:11][CH2:10]1. (4) Given the reactants [Cl:1][C:2]1[CH:3]=[C:4]([C:23]([O:25][CH3:26])=[O:24])[C:5]([CH3:22])=[C:6]([CH:21]=1)[O:7][CH:8]1[CH2:13][CH2:12][N:11](C(OC(C)(C)C)=O)[CH2:10][CH2:9]1.Cl.O1CCOCC1, predict the reaction product. The product is: [ClH:1].[Cl:1][C:2]1[CH:21]=[C:6]([O:7][CH:8]2[CH2:13][CH2:12][NH:11][CH2:10][CH2:9]2)[C:5]([CH3:22])=[C:4]([CH:3]=1)[C:23]([O:25][CH3:26])=[O:24].